From a dataset of Forward reaction prediction with 1.9M reactions from USPTO patents (1976-2016). Predict the product of the given reaction. (1) Given the reactants [C:1]1([C@@H:7]2[CH2:9][C@H:8]2[CH:10]([NH2:12])[CH3:11])[CH:6]=[CH:5][CH:4]=[CH:3][CH:2]=1.[NH2:13][C:14]1[N:19]=[C:18]([CH:20]([F:22])[CH3:21])[N:17]=[C:16](Cl)[N:15]=1.C(=O)([O-])[O-].[K+].[K+], predict the reaction product. The product is: [NH2:13][C:14]1[N:19]=[C:18]([CH:20]([F:22])[CH3:21])[N:17]=[C:16]([NH:12][CH:10]([C@@H:8]2[CH2:9][C@H:7]2[C:1]2[CH:6]=[CH:5][CH:4]=[CH:3][CH:2]=2)[CH3:11])[N:15]=1. (2) Given the reactants [F:1][C:2]1[CH:7]=[CH:6][C:5]([C:8]2[S:12][C:11]([CH3:13])=[N:10][C:9]=2[C:14]([N:16]2[CH2:20][CH2:19][CH2:18][C@H:17]2[CH2:21][C:22]2[O:23][CH:24]=[C:25]([C:27]3[CH:32]=[CH:31][CH:30]=[CH:29][CH:28]=3)[N:26]=2)=[O:15])=[CH:4][CH:3]=1.[Br:33]N1C(=O)CCC1=O, predict the reaction product. The product is: [Br:33][C:24]1[O:23][C:22]([CH2:21][C@@H:17]2[CH2:18][CH2:19][CH2:20][N:16]2[C:14]([C:9]2[N:10]=[C:11]([CH3:13])[S:12][C:8]=2[C:5]2[CH:4]=[CH:3][C:2]([F:1])=[CH:7][CH:6]=2)=[O:15])=[N:26][C:25]=1[C:27]1[CH:28]=[CH:29][CH:30]=[CH:31][CH:32]=1. (3) Given the reactants [F:1][C:2]1[CH:7]=[CH:6][C:5]([N:8]2[C:16]3[C:11](=[C:12]([O:17][CH2:18][C@@H:19]([N:21]4C(=O)C5C(=CC=CC=5)C4=O)[CH3:20])[CH:13]=[CH:14][CH:15]=3)[CH:10]=[N:9]2)=[CH:4][CH:3]=1, predict the reaction product. The product is: [F:1][C:2]1[CH:3]=[CH:4][C:5]([N:8]2[C:16]3[C:11](=[C:12]([O:17][CH2:18][C@@H:19]([NH2:21])[CH3:20])[CH:13]=[CH:14][CH:15]=3)[CH:10]=[N:9]2)=[CH:6][CH:7]=1. (4) Given the reactants [NH2:1][N:2]1[N:11]=[C:10]([C:12]2[CH:17]=[CH:16][C:15]([Cl:18])=[CH:14][CH:13]=2)[C:9]2[C:4](=[CH:5][CH:6]=[CH:7][CH:8]=2)[C:3]1=[O:19].[F:20][C:21]([F:33])([F:32])[C:22]1[CH:23]=[C:24]([CH2:28][C:29](O)=[O:30])[CH:25]=[CH:26][CH:27]=1, predict the reaction product. The product is: [Cl:18][C:15]1[CH:16]=[CH:17][C:12]([C:10]2[C:9]3[C:4](=[CH:5][CH:6]=[CH:7][CH:8]=3)[C:3](=[O:19])[N:2]([NH:1][C:29](=[O:30])[CH2:28][C:24]3[CH:25]=[CH:26][CH:27]=[C:22]([C:21]([F:32])([F:20])[F:33])[CH:23]=3)[N:11]=2)=[CH:13][CH:14]=1. (5) Given the reactants Br[C:2]1[CH:3]=[CH:4][C:5](=[O:9])[N:6]([CH3:8])[CH:7]=1.[CH:10]([O:12]CCCC)=[CH2:11].C(=O)([O-])[O-].[K+].[K+].Cl, predict the reaction product. The product is: [C:10]([C:2]1[CH:3]=[CH:4][C:5](=[O:9])[N:6]([CH3:8])[CH:7]=1)(=[O:12])[CH3:11].